This data is from Full USPTO retrosynthesis dataset with 1.9M reactions from patents (1976-2016). The task is: Predict the reactants needed to synthesize the given product. (1) Given the product [C:28]([O:27][C:26]([NH:25][CH:22]1[CH2:23][CH2:24][N:19]([C:16]2[CH:17]=[CH:18][C:13]([NH:12][C:4]3[N:3]=[C:2]([C:60]#[C:59][C:61]4[CH:66]=[CH:65][CH:64]=[CH:63][C:62]=4[CH2:67][C:68]([O:70][CH3:71])=[O:69])[C:7]([C:8]([F:11])([F:10])[F:9])=[CH:6][N:5]=3)=[CH:14][CH:15]=2)[CH2:20][CH2:21]1)=[O:32])([CH3:31])([CH3:30])[CH3:29], predict the reactants needed to synthesize it. The reactants are: Cl[C:2]1[C:7]([C:8]([F:11])([F:10])[F:9])=[CH:6][N:5]=[C:4]([NH:12][C:13]2[CH:18]=[CH:17][C:16]([N:19]3[CH2:24][CH2:23][CH:22]([NH:25][C:26](=[O:32])[O:27][C:28]([CH3:31])([CH3:30])[CH3:29])[CH2:21][CH2:20]3)=[CH:15][CH:14]=2)[N:3]=1.C1(P(C2C=CC=CC=2)C2C=CC=CC=2)C=CC=CC=1.C(N(CC)CC)C.[C:59]([C:61]1[CH:66]=[CH:65][CH:64]=[CH:63][C:62]=1[CH2:67][C:68]([O:70][CH3:71])=[O:69])#[CH:60].C#C. (2) Given the product [N:14]1[N:13]([CH2:12][CH2:11][O:10][CH2:9][C:8]2[CH:18]=[CH:19][C:5]([OH:4])=[CH:6][CH:7]=2)[N:17]=[CH:16][CH:15]=1, predict the reactants needed to synthesize it. The reactants are: C([O:4][C:5]1[CH:19]=[CH:18][C:8]([CH2:9][O:10][CH2:11][CH2:12][N:13]2[N:17]=[CH:16][CH:15]=[N:14]2)=[CH:7][CH:6]=1)C=C.CN1C(=O)CC(=O)N(C)C1=O. (3) The reactants are: [CH3:1][O:2][CH2:3][CH2:4][NH2:5].Cl[C:7]1[NH:11][C:10]2[CH:12]=[C:13]([NH:27][C:28]([C:30]3[CH:35]=[CH:34][CH:33]=[CH:32][C:31]=3[C:36]([F:39])([F:38])[F:37])=[O:29])[CH:14]=[C:15]([C:16]([NH:18][C:19]3[CH:24]=[CH:23][CH:22]=[C:21]([Cl:25])[C:20]=3[CH3:26])=[O:17])[C:9]=2[N:8]=1. Given the product [Cl:25][C:21]1[C:20]([CH3:26])=[C:19]([NH:18][C:16]([C:15]2[C:9]3[N:8]=[C:7]([NH:5][CH2:4][CH2:3][O:2][CH3:1])[NH:11][C:10]=3[CH:12]=[C:13]([NH:27][C:28]([C:30]3[CH:35]=[CH:34][CH:33]=[CH:32][C:31]=3[C:36]([F:37])([F:38])[F:39])=[O:29])[CH:14]=2)=[O:17])[CH:24]=[CH:23][CH:22]=1, predict the reactants needed to synthesize it. (4) The reactants are: C([O:3][P:4]([CH2:9][O:10][C@:11]1([CH3:26])[C@@H:15]([OH:16])[C@@H:14]([OH:17])[C@H:13]([N:18]2[CH:23]=[CH:22][C:21]([NH2:24])=[N:20][C:19]2=[O:25])[O:12]1)(=[O:8])[O:5]CC)C.N1C(C)=CC=CC=1C.C[Si](I)(C)C. Given the product [NH2:24][C:21]1[CH:22]=[CH:23][N:18]([C@@H:13]2[O:12][C@:11]([CH3:26])([O:10][CH2:9][P:4](=[O:3])([OH:8])[OH:5])[C@@H:15]([OH:16])[C@H:14]2[OH:17])[C:19](=[O:25])[N:20]=1, predict the reactants needed to synthesize it. (5) Given the product [CH3:1][C:2]1([CH3:29])[C:11]2[C:6](=[CH:7][C:8]([CH3:26])=[C:9]([C:12]3[CH:13]=[C:14](/[CH:19]=[CH:20]/[C:21]([OH:23])=[O:22])[CH:15]=[N:16][C:17]=3[CH3:18])[CH:10]=2)[C:5]([CH3:28])([CH3:27])[CH2:4][CH2:3]1, predict the reactants needed to synthesize it. The reactants are: [CH3:1][C:2]1([CH3:29])[C:11]2[C:6](=[CH:7][C:8]([CH3:26])=[C:9]([C:12]3[CH:13]=[C:14](/[CH:19]=[CH:20]/[C:21]([O:23]CC)=[O:22])[CH:15]=[N:16][C:17]=3[CH3:18])[CH:10]=2)[C:5]([CH3:28])([CH3:27])[CH2:4][CH2:3]1.[OH-].[K+].Cl. (6) Given the product [F:27][C:17]1[CH:16]=[C:15]([CH:10]2[CH2:9][C:8]([CH3:28])([CH3:29])[C:7]3[C:12](=[CH:13][CH:14]=[C:5]([C:3]([OH:4])=[O:2])[CH:6]=3)[NH:11]2)[CH:20]=[C:19]([N:21]2[CH2:26][CH2:25][O:24][CH2:23][CH2:22]2)[CH:18]=1, predict the reactants needed to synthesize it. The reactants are: C[O:2][C:3]([C:5]1[CH:6]=[C:7]2[C:12](=[CH:13][CH:14]=1)[NH:11][CH:10]([C:15]1[CH:20]=[C:19]([N:21]3[CH2:26][CH2:25][O:24][CH2:23][CH2:22]3)[CH:18]=[C:17]([F:27])[CH:16]=1)[CH2:9][C:8]2([CH3:29])[CH3:28])=[O:4].[OH-].[Na+].Cl. (7) Given the product [NH:7]1[CH2:8][CH2:9][N:5]=[C:6]1[N:10]1[CH2:19][CH2:18][C:17]2[C:12](=[CH:13][C:14]([NH2:20])=[CH:15][CH:16]=2)[CH2:11]1, predict the reactants needed to synthesize it. The reactants are: O.NN.Cl.[NH:5]1[CH2:9][CH2:8][N:7]=[C:6]1[N:10]1[CH2:19][CH2:18][C:17]2[C:12](=[CH:13][C:14]([N+:20]([O-])=O)=[CH:15][CH:16]=2)[CH2:11]1. (8) Given the product [CH3:19][C:18]1[CH:20]=[CH:21][C:15]([S:12]([NH:1][C:2]2[CH:11]=[CH:10][CH:9]=[CH:8][C:3]=2[C:4]([O:6][CH3:7])=[O:5])(=[O:14])=[O:13])=[CH:16][CH:17]=1, predict the reactants needed to synthesize it. The reactants are: [NH2:1][C:2]1[CH:11]=[CH:10][CH:9]=[CH:8][C:3]=1[C:4]([O:6][CH3:7])=[O:5].[S:12](Cl)([C:15]1[CH:21]=[CH:20][C:18]([CH3:19])=[CH:17][CH:16]=1)(=[O:14])=[O:13]. (9) Given the product [CH3:29][O:30][C:31](=[O:35])[CH2:32][CH2:33][NH:34][C:4]1[N:3]=[C:2]([NH2:1])[N:10]=[C:9]2[C:5]=1[N:6]=[CH:7][N:8]2[C@@H:11]1[O:17][C@H:16]([CH2:18][OH:19])[C@@H:14]([OH:15])[C@@:12]1([CH3:20])[OH:13], predict the reactants needed to synthesize it. The reactants are: [NH2:1][C:2]1[N:10]=[C:9]2[C:5]([N:6]=[CH:7][N:8]2[C@@H:11]2[O:17][C@H:16]([CH2:18][OH:19])[C@@H:14]([OH:15])[C@@:12]2([CH3:20])[OH:13])=[C:4](Cl)[N:3]=1.O1CCOCC1.Cl.[CH3:29][O:30][C:31](=[O:35])[CH2:32][CH2:33][NH2:34].